From a dataset of Reaction yield outcomes from USPTO patents with 853,638 reactions. Predict the reaction yield, written as a fraction of the theoretical maximum amount of product (1.0 means a 100% yield; for example, 0.34 means a 34% yield). (1) The reactants are [OH:1][CH:2]1[CH2:7][CH2:6][CH:5]([NH:8][C:9](=[O:15])[O:10][C:11]([CH3:14])([CH3:13])[CH3:12])[CH2:4][CH2:3]1.[H-].[Na+].[Si:18]([O:25][CH2:26][CH2:27][C@@H:28]1[CH2:40][C:39]2[C:38]3[C:37](Cl)=[N:36][CH:35]=[N:34][C:33]=3[S:32][C:31]=2[CH2:30][CH2:29]1)([C:21]([CH3:24])([CH3:23])[CH3:22])([CH3:20])[CH3:19]. The catalyst is C1COCC1. The product is [Si:18]([O:25][CH2:26][CH2:27][C@@H:28]1[CH2:40][C:39]2[C:38]3[C:37]([O:1][CH:2]4[CH2:7][CH2:6][CH:5]([NH:8][C:9](=[O:15])[O:10][C:11]([CH3:12])([CH3:14])[CH3:13])[CH2:4][CH2:3]4)=[N:36][CH:35]=[N:34][C:33]=3[S:32][C:31]=2[CH2:30][CH2:29]1)([C:21]([CH3:24])([CH3:22])[CH3:23])([CH3:19])[CH3:20]. The yield is 0.710. (2) The reactants are [CH:1]([C@@H:14]1[CH2:16][O:15]1)([C:8]1[CH:13]=[CH:12][CH:11]=[CH:10][CH:9]=1)[C:2]1[CH:7]=[CH:6][CH:5]=[CH:4][CH:3]=1.[CH:17]([Mg]Br)=[CH2:18]. The catalyst is C1COCC1.[Cu]I. The product is [C:2]1([CH:1]([C:8]2[CH:13]=[CH:12][CH:11]=[CH:10][CH:9]=2)[C@@H:14]([OH:15])[CH2:16][CH:17]=[CH2:18])[CH:7]=[CH:6][CH:5]=[CH:4][CH:3]=1. The yield is 0.700. (3) The reactants are [OH-].[K+].[CH2:3]([O:10][C:11]1[CH:20]=[C:19]([O:21][CH2:22][C:23]2[CH:28]=[CH:27][CH:26]=[CH:25][CH:24]=2)[C:18]([C:29]([CH3:31])=[CH2:30])=[CH:17][C:12]=1[C:13]([O:15]C)=[O:14])[C:4]1[CH:9]=[CH:8][CH:7]=[CH:6][CH:5]=1. The catalyst is CO.O. The product is [CH2:3]([O:10][C:11]1[CH:20]=[C:19]([O:21][CH2:22][C:23]2[CH:28]=[CH:27][CH:26]=[CH:25][CH:24]=2)[C:18]([C:29]([CH3:31])=[CH2:30])=[CH:17][C:12]=1[C:13]([OH:15])=[O:14])[C:4]1[CH:5]=[CH:6][CH:7]=[CH:8][CH:9]=1. The yield is 1.00.